Dataset: Full USPTO retrosynthesis dataset with 1.9M reactions from patents (1976-2016). Task: Predict the reactants needed to synthesize the given product. (1) Given the product [ClH:15].[Cl:15][C:16]1[CH:17]=[C:18]2[C:23](=[CH:24][CH:25]=1)[CH:22]=[C:21]([S:26]([N:29]1[CH2:34][CH2:33][N:32]([C:11]([C:9]3[S:8][C:5]4[CH2:6][NH:7][CH:2]([CH3:1])[CH2:3][C:4]=4[N:10]=3)=[O:13])[CH:31]([C:35](=[O:41])[NH:36][CH2:37][CH2:38][O:39][CH3:40])[CH2:30]1)(=[O:27])=[O:28])[CH:20]=[CH:19]2, predict the reactants needed to synthesize it. The reactants are: [CH3:1][CH:2]1[NH:7][CH2:6][C:5]2[S:8][C:9]([C:11]([O-:13])=O)=[N:10][C:4]=2[CH2:3]1.[Li+].[Cl:15][C:16]1[CH:17]=[C:18]2[C:23](=[CH:24][CH:25]=1)[CH:22]=[C:21]([S:26]([N:29]1[CH2:34][CH2:33][NH:32][CH:31]([C:35](=[O:41])[NH:36][CH2:37][CH2:38][O:39][CH3:40])[CH2:30]1)(=[O:28])=[O:27])[CH:20]=[CH:19]2. (2) Given the product [NH2:44][C@@H:42]([CH3:43])[C:41]([NH:40][C:37]1[CH:36]=[CH:35][C:34]([C:29]2[C:28]3[C:32](=[CH:33][C:25]([F:24])=[CH:26][CH:27]=3)[NH:31][CH:30]=2)=[CH:39][N:38]=1)=[O:52], predict the reactants needed to synthesize it. The reactants are: FC1C=C2C(C(C3C=CC(N4CCC(N)CC4)=NC=3)=CN2)=CC=1.[F:24][C:25]1[CH:33]=[C:32]2[C:28]([C:29]([C:34]3[CH:35]=[CH:36][C:37]([NH:40][C:41](=[O:52])[C@@H:42]([NH:44]C(=O)OC(C)(C)C)[CH3:43])=[N:38][CH:39]=3)=[CH:30][NH:31]2)=[CH:27][CH:26]=1.